Task: Binary Classification. Given a T-cell receptor sequence (or CDR3 region) and an epitope sequence, predict whether binding occurs between them.. Dataset: TCR-epitope binding with 47,182 pairs between 192 epitopes and 23,139 TCRs (1) The epitope is TLIGDCATV. The TCR CDR3 sequence is CASRYGQGLSNFDEQFF. Result: 1 (the TCR binds to the epitope). (2) The epitope is LLQTGIHVRVSQPSL. The TCR CDR3 sequence is CSATGGGPYEQYF. Result: 1 (the TCR binds to the epitope). (3) The epitope is CINGVCWTV. The TCR CDR3 sequence is CASVGGNYGYTF. Result: 1 (the TCR binds to the epitope). (4) Result: 0 (the TCR does not bind to the epitope). The TCR CDR3 sequence is CASSVAKGGHSDDGYTF. The epitope is KPLEFGATSAAL. (5) The epitope is RTLNAWVKV. The TCR CDR3 sequence is CASSHGLWVDEQFF. Result: 0 (the TCR does not bind to the epitope). (6) The epitope is RPPIFIRRL. The TCR CDR3 sequence is CASSSTGFNEQYF. Result: 0 (the TCR does not bind to the epitope). (7) The epitope is LLFNKVTLA. Result: 0 (the TCR does not bind to the epitope). The TCR CDR3 sequence is CASSPGTGELFF. (8) The epitope is ELAGIGILTV. The TCR CDR3 sequence is CASSFSLPRTGGYGYTF. Result: 1 (the TCR binds to the epitope). (9) The epitope is KLSYGIATV. The TCR CDR3 sequence is CASSQEGSYFQAFF. Result: 1 (the TCR binds to the epitope). (10) The epitope is TEILPVSMTK. The TCR CDR3 sequence is CASSQRSRDRGAFF. Result: 0 (the TCR does not bind to the epitope).